From a dataset of Full USPTO retrosynthesis dataset with 1.9M reactions from patents (1976-2016). Predict the reactants needed to synthesize the given product. (1) Given the product [Cl:28][C:29]1[CH:37]=[CH:36][CH:35]=[C:34]2[C:30]=1[C:31]([C:44]([NH:60][CH2:59][C:53]1([C:49]3[CH:48]=[N:47][CH:52]=[CH:51][CH:50]=3)[CH2:54][CH2:55][CH2:56][CH2:57][CH2:58]1)=[O:46])=[CH:32][N:33]2[C:38]1[N:39]=[CH:40][CH:41]=[CH:42][N:43]=1, predict the reactants needed to synthesize it. The reactants are: F[P-](F)(F)(F)(F)F.N1(O[P+](N(C)C)(N(C)C)N(C)C)C2C=CC=CC=2N=N1.[Cl:28][C:29]1[CH:37]=[CH:36][CH:35]=[C:34]2[C:30]=1[C:31]([C:44]([OH:46])=O)=[CH:32][N:33]2[C:38]1[N:43]=[CH:42][CH:41]=[CH:40][N:39]=1.[N:47]1[CH:52]=[CH:51][CH:50]=[C:49]([C:53]2([CH2:59][NH2:60])[CH2:58][CH2:57][CH2:56][CH2:55][CH2:54]2)[CH:48]=1.CCN(C(C)C)C(C)C.C([O-])(O)=O.[Na+]. (2) Given the product [Br:27][C:7]1[CH:8]=[C:9]2[C:4](=[CH:5][C:6]=1[O:12][CH2:13][C:14]1[CH:26]=[CH:25][C:17]([C:18]([OH:20])=[O:19])=[CH:16][CH:15]=1)[NH:3][C:2](=[O:1])[CH2:11][CH2:10]2, predict the reactants needed to synthesize it. The reactants are: [O:1]=[C:2]1[CH2:11][CH2:10][C:9]2[C:4](=[CH:5][C:6]([O:12][CH2:13][C:14]3[CH:26]=[CH:25][C:17]([C:18]([O:20]C(C)(C)C)=[O:19])=[CH:16][CH:15]=3)=[CH:7][CH:8]=2)[NH:3]1.[Br:27]Br.[Br-].[K+].